From a dataset of Experimentally validated miRNA-target interactions with 360,000+ pairs, plus equal number of negative samples. Binary Classification. Given a miRNA mature sequence and a target amino acid sequence, predict their likelihood of interaction. (1) The miRNA is mmu-miR-3110-5p with sequence UUCUGCCUCCCCUGAAGGCUC. The protein sequence of the target gene is MSAAKENPCRKFQANIFNKSKCQNCFKPRESHLLNDEDLTQAKPIYGGWLLLAPDGTDFDNPVHRSRKWQRRFFILYEHGLLRYALDEMPTTLPQGTINMNQCTDVVDGEARTGQKFSLCILTPDKEHFIRAETKEIISGWLEMLMVYPRTNKQNQKKKRKVEPPTPQEPGPAKMAVTSSSGGSSGSSSSIPSAEKVPTTKSTLWQEEMRAKDQPDGTSLSPAQSPSQSQPPAACTPREPGLESKEDESTISGDRVDGGRKVRVESGYFSLEKAKQDLRAEEQLPPLLSPPSPSTPHSRR.... Result: 1 (interaction). (2) The miRNA is hsa-miR-3917 with sequence GCUCGGACUGAGCAGGUGGG. The protein sequence of the target gene is MLALRCGPRLLGLLSGPRSAPLLLSATRTCSDGGARGANSSSGNPLVYLDVGADGQPLGRVVLELKADVVPKTAENFRALCTGEKGFGYKGSTFHRVIPAFMCQAGDFTNHNGTGGRSIYGSRFPDENFTLKHVGPGVLSMANAGPNTNGSQFFICTIKTDWLDGKHVVFGHVKEGMDVVKKIESFGSKSGKTSKKIVITDCGQLS. Result: 0 (no interaction). (3) Result: 0 (no interaction). The protein sequence of the target gene is MSGWADERGGEGDGRIYVGNLPTDVREKDLEDLFYKYGRIREIELKNRHGLVPFAFVRFEDPRDAEDAIYGRNGYDYGQCRLRVEFPRTYGGRGGWPRGGRNGPPTRRSDFRVLVSGLPPSGSWQDLKDHMREAGDVCYADVQKDGVGMVEYLRKEDMEYALRKLDDTKFRSHEGETSYIRVYPERSTSYGYSRSRSGSRGRDSPYQSRGSPHYFSPFRPY. The miRNA is hsa-miR-302a-3p with sequence UAAGUGCUUCCAUGUUUUGGUGA. (4) The miRNA is hsa-miR-199b-3p with sequence ACAGUAGUCUGCACAUUGGUUA. The protein sequence of the target gene is MQAGPVQAVPPPPPVATESKQPIEEEASSKEDPTPSKPVVGIIYPPPEVRNIVDKTASFVARNGPEFEARIRQNEINNPKFNFLNPNDPYHAYYRHKVSEFKEGKAQEPSAAIPKVMQQQQQATQQQLPQKVQAQVIQETIVPKEPPPEFEFIADPPSISAFDLDVVKLTAQFVARNGRQFLTQLMQKEQRNYQFDFLRPQHSLFNYFTKLVEQYTKILIPPKGLFSKLKKEAENPREVLDQVCYRVEWAKFQERERKKEEEEKEKERVAYAQIDWHDFVVVETVDFQPNEQGNFPPPTT.... Result: 0 (no interaction). (5) The miRNA is hsa-miR-6861-3p with sequence UGGACCUCUCCUCCCCAG. The protein sequence of the target gene is MEQRPRGCAAVAAALLLVLLGARAQGGTRSPRCDCAGDFHKKIGLFCCRGCPAGHYLKAPCTEPCGNSTCLVCPQDTFLAWENHHNSECARCQACDEQASQVALENCSAVADTRCGCKPGWFVECQVSQCVSSSPFYCQPCLDCGALHRHTRLLCSRRDTDCGTCLPGFYEHGDGCVSCPTSTLGSCPERCAAVCGWRQMFWVQVLLAGLVVPLLLGATLTYTYRHCWPHKPLVTADEAGMEALTPPPATHLSPLDSAHTLLAPPDSSEKICTVQLVGNSWTPGYPETQEALCPQVTWSW.... Result: 0 (no interaction). (6) The miRNA is hsa-miR-4273 with sequence GUGUUCUCUGAUGGACAG. The protein sequence of the target gene is MAVEALHCGLNPRGIDHPAHAEGIKLQIEGEGVESQSIKNKNFQKVPDQKGTPKRLQAEAETAKSATVKLSKPVALWTQQDVCKWLKKHCPNQYQIYSESFKQHDITGRALLRLTDKKLERMGIAQENLRQHILQQVLQLKVREEVRNLQLLTQGTLLLPDGWMDGEIRRKTTLLLGQTGVRENLLLFLHRISIIENSIQI. Result: 1 (interaction). (7) The miRNA is mmu-miR-10a-5p with sequence UACCCUGUAGAUCCGAAUUUGUG. The protein sequence of the target gene is MRSSLAPGVWFFRAFSRDSWFRGLILLLTFLIYACYHMSRKPISIVKSRLHQNCSEQIKPINDTHSLNDTMWCSWAPFDKDNYKELLGGVDNAFLIAYAIGMFISGVFGERLPLRYYLSAGMLLSGLFTSLFGLGYFWNIHELWYFVVIQVCNGLVQTTGWPSVVTCVGNWFGKGKRGFIMGIWNSHTSVGNILGSLIAGIWVNGQWGLSFIVPGIITAVMGVITFLFLIEHPEDVDCAPPQHHGEPAENQDNPEDPGNSPCSIRESGLETVAKCSKGPCEEPAAISFFGALRIPGVVEF.... Result: 0 (no interaction). (8) The miRNA is mmu-miR-30e-5p with sequence UGUAAACAUCCUUGACUGGAAG. The protein sequence of the target gene is MEGDQRSGPPAQSLLPDGHLVLWTLCSVLLPVFITLWCSLQRSRRQLHRRDIFRKSKHCWRDTDLFSHPTYCCVCAQHILQGAFCDCCGLRVDEGCLKKVDKRFPCKEIMLKNDKAADAMPHHWIRGNVPLCSYCVFCRQQCGSQPKLCDYRCIWCQKTVHDECMRGSLRSEKCDFGEFRNLIIPPSYLTSINQMRKDKNTNYEGLASKFGKQWTPLIILANSRSGTNMGEGLLGEFKILLNPVQVFDVTKTPPIKALQLCTLLPYYSVRVLVCGGDGTVGWVLDAIDEMKIKGQEKYIP.... Result: 0 (no interaction). (9) The miRNA is hsa-miR-6748-5p with sequence UGUGGGUGGGAAGGACUGGAUU. The protein sequence of the target gene is MFWKLSLSLFLVAVLVKVAEARKNRPAGAIPSPYKDGSSNNSERWQHQIKEVLASSQEALVVTERKYLKSDWCKTQPLRQTVSEEGCRSRTILNRFCYGQCNSFYIPRHVKKEEESFQSCAFCKPQRVTSVLVELECPGLDPPFRLKKIQKVKQCRCMSVNLSDSDKQ. Result: 0 (no interaction). (10) The miRNA is mmu-miR-329-3p with sequence AACACACCCAGCUAACCUUUUU. The protein sequence of the target gene is MAAESGELIGACEFMKDRLYFATLRNRPKSTINIHYFSIDEELVYENFYADFGPLNLAMVYRYCCKLNKKLKSYSLSRKKIVHYTSFDQRKRANAAFLIGAYAVIYLKKTPEEAYRALLSGSNPPYLPFRDASFGNCTYNLTVLDCLQGIRKGLQHGFFDFETFDAEEYEHYERVENGDFNWIVPGKFLAFSGPHPKSKIENGYPLHAPEAYFPYFKKNNVTTIVRLNKKIYEAKRFTDAGFEHYDLFFIDGSTPSDNIVRRFLNICENTEGAIAVHCKAGLGRTGTLIACYVMKHYRFT.... Result: 1 (interaction).